The task is: Predict the reactants needed to synthesize the given product.. This data is from Full USPTO retrosynthesis dataset with 1.9M reactions from patents (1976-2016). Given the product [CH3:1][C:2]([CH3:21])([CH3:20])[CH2:3][N:4]([CH2:17][CH2:18][O:19][C:26]1[CH:27]=[N:28][C:23]([F:22])=[CH:24][CH:25]=1)[C:5]1[CH:12]=[CH:11][C:8]([C:9]#[N:10])=[C:7]([C:13]([F:14])([F:15])[F:16])[CH:6]=1, predict the reactants needed to synthesize it. The reactants are: [CH3:1][C:2]([CH3:21])([CH3:20])[CH2:3][N:4]([CH2:17][CH2:18][OH:19])[C:5]1[CH:12]=[CH:11][C:8]([C:9]#[N:10])=[C:7]([C:13]([F:16])([F:15])[F:14])[CH:6]=1.[F:22][C:23]1[N:28]=[CH:27][C:26](O)=[CH:25][CH:24]=1.C1CCN(C(N=NC(N2CCCCC2)=O)=O)CC1.P(CCCC)(CCCC)CCCC.